From a dataset of Catalyst prediction with 721,799 reactions and 888 catalyst types from USPTO. Predict which catalyst facilitates the given reaction. (1) The catalyst class is: 12. Reactant: [C:1]([C:4]1[CH:21]=[CH:20][C:7]2[CH2:8][CH2:9][N:10]([C:13]([O:15][C:16]([CH3:19])([CH3:18])[CH3:17])=[O:14])[CH2:11][CH2:12][C:6]=2[CH:5]=1)(=[O:3])C.[OH-:22].[Na+].BrBr. Product: [C:16]([O:15][C:13]([N:10]1[CH2:11][CH2:12][C:6]2[CH:5]=[C:4]([C:1]([OH:22])=[O:3])[CH:21]=[CH:20][C:7]=2[CH2:8][CH2:9]1)=[O:14])([CH3:17])([CH3:18])[CH3:19]. (2) Reactant: [S-:1][C:2]#[N:3].[K+].[NH2:5][C:6]1[CH:7]=[CH:8][C:9]([O:12][C:13]2[CH:14]=[C:15]([CH:20]=[CH:21][C:22]=2[O:23][CH3:24])[C:16]([O:18][CH3:19])=[O:17])=[N:10][CH:11]=1.BrBr. Product: [NH2:3][C:2]1[S:1][C:11]2[C:6]([N:5]=1)=[CH:7][CH:8]=[C:9]([O:12][C:13]1[CH:14]=[C:15]([CH:20]=[CH:21][C:22]=1[O:23][CH3:24])[C:16]([O:18][CH3:19])=[O:17])[N:10]=2. The catalyst class is: 15. (3) Reactant: [CH3:1][O:2][C:3]1[CH:8]=[CH:7][C:6]([Mg]Br)=[CH:5][CH:4]=1.CO[C:13]1[C:22]2[C:17](=[CH:18][CH:19]=[CH:20][CH:21]=2)[CH:16]=[CH:15][C:14]=1[C:23]([OH:25])=[O:24].O.Cl. Product: [CH3:1][O:2][C:3]1[CH:8]=[CH:7][C:6]([C:13]2[C:22]3[C:17](=[CH:18][CH:19]=[CH:20][CH:21]=3)[CH:16]=[CH:15][C:14]=2[C:23]([OH:25])=[O:24])=[CH:5][CH:4]=1. The catalyst class is: 1. (4) Reactant: [C:1]([O:5][C:6]([N:8]1[CH2:12][CH2:11][CH:10]([CH2:13][C:14]([OH:16])=O)[CH2:9]1)=[O:7])([CH3:4])([CH3:3])[CH3:2].[CH:17]([C:20]1[CH:25]=[CH:24][C:23]([NH2:26])=[CH:22][CH:21]=1)([CH3:19])[CH3:18].C1C=CC2N(O)N=NC=2C=1.CN(C(ON1N=NC2C=CC=CC1=2)=[N+](C)C)C.F[P-](F)(F)(F)(F)F.CCN(C(C)C)C(C)C. Product: [C:1]([O:5][C:6]([N:8]1[CH2:12][CH2:11][CH:10]([CH2:13][C:14](=[O:16])[NH:26][C:23]2[CH:24]=[CH:25][C:20]([CH:17]([CH3:19])[CH3:18])=[CH:21][CH:22]=2)[CH2:9]1)=[O:7])([CH3:2])([CH3:3])[CH3:4]. The catalyst class is: 1. (5) Reactant: C([O:8][C:9]1[C:14]([CH2:15][N:16]2[CH2:25][CH2:24][C:23]3[C:18](=[C:19]([Cl:34])[C:20]([C:27]4[N:31]([CH3:32])[N:30]=[N:29][C:28]=4[CH3:33])=[CH:21][C:22]=3[Cl:26])[C:17]2=[O:35])=[C:13]([CH3:36])[CH:12]=[C:11]([CH3:37])[N:10]=1)C1C=CC=CC=1.ClCCl.CO. Product: [Cl:26][C:22]1[CH:21]=[C:20]([C:27]2[N:31]([CH3:32])[N:30]=[N:29][C:28]=2[CH3:33])[C:19]([Cl:34])=[C:18]2[C:23]=1[CH2:24][CH2:25][N:16]([CH2:15][C:14]1[C:9](=[O:8])[NH:10][C:11]([CH3:37])=[CH:12][C:13]=1[CH3:36])[C:17]2=[O:35]. The catalyst class is: 55. (6) Reactant: [CH:1]1([C:4]2[O:8][N:7]=[C:6]([C:9]3[C:14]([Cl:15])=[CH:13][CH:12]=[CH:11][C:10]=3[Cl:16])[C:5]=2[CH2:17][O:18][CH:19]2[CH2:25][CH2:24][CH2:23][NH:22][CH2:21][CH2:20]2)[CH2:3][CH2:2]1.I[C:27]1[CH:37]=[CH:36][C:30]([C:31]([O:33][CH2:34][CH3:35])=[O:32])=[CH:29][CH:28]=1.N1CCC[C@H]1C(O)=O.C(=O)([O-])[O-].[K+].[K+]. Product: [CH2:34]([O:33][C:31](=[O:32])[C:30]1[CH:36]=[CH:37][C:27]([N:22]2[CH2:23][CH2:24][CH2:25][CH:19]([O:18][CH2:17][C:5]3[C:6]([C:9]4[C:10]([Cl:16])=[CH:11][CH:12]=[CH:13][C:14]=4[Cl:15])=[N:7][O:8][C:4]=3[CH:1]3[CH2:2][CH2:3]3)[CH2:20][CH2:21]2)=[CH:28][CH:29]=1)[CH3:35]. The catalyst class is: 156. (7) Reactant: [NH:1]1[C:5](=[O:6])[CH2:4][C@H:3]2[CH2:7][C:8]3[C:13]([C@@H:2]12)=[CH:12][CH:11]=[CH:10][CH:9]=3.[H-].[Na+].[CH2:16](Br)[CH:17]=[CH2:18].O. Product: [CH2:18]([N:1]1[C:5](=[O:6])[CH2:4][C@H:3]2[CH2:7][C:8]3[C:13]([C@@H:2]12)=[CH:12][CH:11]=[CH:10][CH:9]=3)[CH:17]=[CH2:16]. The catalyst class is: 3. (8) Reactant: [CH3:1][O:2][CH2:3][CH2:4][N:5]1[C:9](=[O:10])[C:8]([C:11]2[CH:16]=[CH:15][CH:14]=[CH:13][CH:12]=2)=[C:7]([NH:17][C:18]2[CH:23]=[CH:22][C:21]([O:24][CH3:25])=[CH:20][CH:19]=2)[C:6]1=O.COC1C=CC(P2(SP(C3C=CC(OC)=CC=3)(=S)S2)=[S:36])=CC=1. Product: [CH3:1][O:2][CH2:3][CH2:4][N:5]1[C:6](=[S:36])[C:7]([NH:17][C:18]2[CH:23]=[CH:22][C:21]([O:24][CH3:25])=[CH:20][CH:19]=2)=[C:8]([C:11]2[CH:16]=[CH:15][CH:14]=[CH:13][CH:12]=2)[C:9]1=[O:10]. The catalyst class is: 11. (9) Reactant: [CH:1]1[C:14]2[CH:13]([C:15]([OH:17])=[O:16])[C:12]3[C:7](=[CH:8][CH:9]=[CH:10][CH:11]=3)[O:6][C:5]=2[CH:4]=[CH:3][CH:2]=1.[C:18]([O-])([O-])=O.[Cs+].[Cs+].CI. The catalyst class is: 9. Product: [CH3:18][O:16][C:15]([CH:13]1[C:14]2[CH:1]=[CH:2][CH:3]=[CH:4][C:5]=2[O:6][C:7]2[C:12]1=[CH:11][CH:10]=[CH:9][CH:8]=2)=[O:17].